Dataset: Forward reaction prediction with 1.9M reactions from USPTO patents (1976-2016). Task: Predict the product of the given reaction. (1) The product is: [CH3:1][S:2]([N:7]1[CH:8]([C:19]([NH2:21])=[O:20])[CH2:9][C:10]2[C:18]3[C:13](=[CH:14][CH:15]=[CH:16][CH:17]=3)[NH:12][C:11]=2[CH2:6]1)(=[O:4])=[O:3]. Given the reactants [CH3:1][S:2](Cl)(=[O:4])=[O:3].[CH2:6]1[C:11]2[NH:12][C:13]3[C:18]([C:10]=2[CH2:9][CH:8]([C:19]([NH2:21])=[O:20])[NH:7]1)=[CH:17][CH:16]=[CH:15][CH:14]=3.C(N(CC)CC)C.O, predict the reaction product. (2) The product is: [Cl:1][C:2]1[C:7]([S:8]([CH3:11])(=[O:9])=[O:10])=[CH:6][C:5]([C:12]2[N:13]([C:33]([N:54]3[CH2:55][CH2:56][C:49]4([CH2:48][CH2:47][N:46]([CH2:45][CH2:44][S:41]([CH2:39][CH3:40])(=[O:42])=[O:43])[CH2:51][CH2:50]4)[CH2:52][CH2:53]3)=[O:34])[C@@:14]([C:26]3[CH:27]=[CH:28][C:29]([Cl:32])=[CH:30][CH:31]=3)([CH3:25])[C@@:15]([C:18]3[CH:19]=[CH:20][C:21]([Cl:24])=[CH:22][CH:23]=3)([CH3:17])[N:16]=2)=[C:4]([O:36][CH2:37][CH3:38])[CH:3]=1. Given the reactants [Cl:1][C:2]1[C:7]([S:8]([CH3:11])(=[O:10])=[O:9])=[CH:6][C:5]([C:12]2[N:13]([C:33](Cl)=[O:34])[C@@:14]([C:26]3[CH:31]=[CH:30][C:29]([Cl:32])=[CH:28][CH:27]=3)([CH3:25])[C@@:15]([C:18]3[CH:23]=[CH:22][C:21]([Cl:24])=[CH:20][CH:19]=3)([CH3:17])[N:16]=2)=[C:4]([O:36][CH2:37][CH3:38])[CH:3]=1.[CH2:39]([S:41]([CH2:44][CH2:45][N:46]1[CH2:51][CH2:50][C:49]2([CH2:56][CH2:55][NH:54][CH2:53][CH2:52]2)[CH2:48][CH2:47]1)(=[O:43])=[O:42])[CH3:40], predict the reaction product. (3) Given the reactants [OH:1][C:2]1[CH:19]=[CH:18][C:17]2[C@@H:16]3[C@H:7]([C@H:8]4[C@@:12]([CH2:14][C@@H:15]3[O:20][CH3:21])([CH3:13])[C:11](=O)[CH2:10][CH2:9]4)[CH2:6][CH2:5][C:4]=2[CH:3]=1.[C:23]1([CH3:34])[CH:28]=[CH:27][C:26]([S:29]([NH:32][NH2:33])(=[O:31])=[O:30])=[CH:25][CH:24]=1, predict the reaction product. The product is: [CH3:21][O:20][C@H:15]1[CH2:14][C@@:12]2([CH3:13])[C@@H:8]([CH2:9][CH2:10][C:11]2=[N:33][NH:32][S:29]([C:26]2[CH:27]=[CH:28][C:23]([CH3:34])=[CH:24][CH:25]=2)(=[O:30])=[O:31])[C@H:7]2[C@H:16]1[C:17]1[CH:18]=[CH:19][C:2]([OH:1])=[CH:3][C:4]=1[CH2:5][CH2:6]2. (4) Given the reactants I[Si](C)(C)C.O1CCCC1.C1(C[O:18][C:19]2[CH:24]=[CH:23][C:22]([C:25]3[CH:33]=[C:32]4[C:28]([C:29]([NH:34][C:35](=[O:39])[CH2:36][CH2:37][CH3:38])=[N:30][NH:31]4)=[CH:27][CH:26]=3)=[CH:21][CH:20]=2)C=CC=CC=1, predict the reaction product. The product is: [OH:18][C:19]1[CH:20]=[CH:21][C:22]([C:25]2[CH:33]=[C:32]3[C:28]([C:29]([NH:34][C:35](=[O:39])[CH2:36][CH2:37][CH3:38])=[N:30][NH:31]3)=[CH:27][CH:26]=2)=[CH:23][CH:24]=1. (5) Given the reactants [Br:1][C:2]1[C:7]([N+:8]([O-:10])=[O:9])=[CH:6][CH:5]=[CH:4][C:3]=1[CH2:11]Br.[CH3:13][C:14]([O-:16])=[O:15].[Na+], predict the reaction product. The product is: [C:14]([O:16][CH2:11][C:3]1[CH:4]=[CH:5][CH:6]=[C:7]([N+:8]([O-:10])=[O:9])[C:2]=1[Br:1])(=[O:15])[CH3:13].